From a dataset of Full USPTO retrosynthesis dataset with 1.9M reactions from patents (1976-2016). Predict the reactants needed to synthesize the given product. Given the product [F:12][C:10]1[CH:9]=[C:8]2[C:3]([C:4](=[O:19])[NH:5][C:6]([C:13]3[CH:18]=[CH:17][N:16]=[CH:15][CH:14]=3)=[N:7]2)=[C:2]([O:21][CH3:20])[CH:11]=1, predict the reactants needed to synthesize it. The reactants are: F[C:2]1[CH:11]=[C:10]([F:12])[CH:9]=[C:8]2[C:3]=1[C:4](=[O:19])[NH:5][C:6]([C:13]1[CH:18]=[CH:17][N:16]=[CH:15][CH:14]=1)=[N:7]2.[CH3:20][O-:21].[Na+].CO.O.